From a dataset of Catalyst prediction with 721,799 reactions and 888 catalyst types from USPTO. Predict which catalyst facilitates the given reaction. (1) Reactant: ClCC1C=CC(C(Cl)=O)=CC=1.[CH3:12][O:13][C:14]1[CH:15]=[C:16]2[C:21](=[CH:22][C:23]=1[O:24][CH3:25])[N:20]=[CH:19][CH:18]=[C:17]2[O:26][C:27]1[CH:33]=[CH:32][C:30]([NH2:31])=[C:29]([F:34])[CH:28]=1.[Cl:35][CH2:36][C:37]1[CH:42]=[CH:41][C:40]([C:43]([N:45]=[C:46]=[S:47])=[O:44])=[CH:39][CH:38]=1. Product: [Cl:35][CH2:36][C:37]1[CH:38]=[CH:39][C:40]([C:43]([N:45]=[C:46]=[S:47])=[O:44])=[CH:41][CH:42]=1.[Cl:35][CH2:36][C:37]1[CH:38]=[CH:39][C:40]([C:43]([NH:45][C:46]([NH:31][C:30]2[CH:32]=[CH:33][C:27]([O:26][C:17]3[C:16]4[C:21](=[CH:22][C:23]([O:24][CH3:25])=[C:14]([O:13][CH3:12])[CH:15]=4)[N:20]=[CH:19][CH:18]=3)=[CH:28][C:29]=2[F:34])=[S:47])=[O:44])=[CH:41][CH:42]=1. The catalyst class is: 234. (2) Reactant: Br[C:2]1[CH:40]=[CH:39][C:5]([CH2:6][N:7]2[C:11]3[CH:12]=[CH:13][C:14]([O:16][CH2:17][C:18]4[CH:27]=[CH:26][C:25]5[C:20](=[CH:21][CH:22]=[CH:23][CH:24]=5)[N:19]=4)=[CH:15][C:10]=3[N:9]=[C:8]2[CH2:28][C:29]2([C:34]([O:36]CC)=[O:35])[CH2:33][CH2:32][CH2:31][CH2:30]2)=[CH:4][CH:3]=1.[O:41]1[CH:45]=[CH:44][C:43](B(O)O)=[CH:42]1.[O-]P([O-])([O-])=O.[K+].[K+].[K+].COCCOC. Product: [O:41]1[CH:45]=[CH:44][C:43]([C:2]2[CH:40]=[CH:39][C:5]([CH2:6][N:7]3[C:11]4[CH:12]=[CH:13][C:14]([O:16][CH2:17][C:18]5[CH:27]=[CH:26][C:25]6[C:20](=[CH:21][CH:22]=[CH:23][CH:24]=6)[N:19]=5)=[CH:15][C:10]=4[N:9]=[C:8]3[CH2:28][C:29]3([C:34]([OH:36])=[O:35])[CH2:33][CH2:32][CH2:31][CH2:30]3)=[CH:4][CH:3]=2)=[CH:42]1. The catalyst class is: 103. (3) Reactant: [Cl:1][C:2]1[CH:7]=[CH:6][C:5]([C:8]2[N:12]([CH2:13][C@H:14]([OH:19])[C:15]([F:18])([F:17])[F:16])[C:11](=[O:20])[N:10]([CH2:21][C:22]([NH:24][CH:25]([C:37]3[CH:42]=[CH:41][CH:40]=[C:39]([C:43]([F:46])([F:45])[F:44])[CH:38]=3)[C:26]([NH:28][C:29]3([C:32]([O:34]CC)=[O:33])[CH2:31][CH2:30]3)=[O:27])=[O:23])[N:9]=2)=[CH:4][CH:3]=1.[OH-].[Li+].Cl. Product: [Cl:1][C:2]1[CH:7]=[CH:6][C:5]([C:8]2[N:12]([CH2:13][C@H:14]([OH:19])[C:15]([F:16])([F:17])[F:18])[C:11](=[O:20])[N:10]([CH2:21][C:22]([NH:24][CH:25]([C:37]3[CH:42]=[CH:41][CH:40]=[C:39]([C:43]([F:46])([F:44])[F:45])[CH:38]=3)[C:26]([NH:28][C:29]3([C:32]([OH:34])=[O:33])[CH2:31][CH2:30]3)=[O:27])=[O:23])[N:9]=2)=[CH:4][CH:3]=1. The catalyst class is: 816. (4) Reactant: [C:1]([C:5]1[CH:10]=[CH:9][CH:8]=[CH:7][C:6]=1[N:11]1[CH2:16][CH2:15][N:14]([C:17](=[O:34])[C:18]([NH:20][CH:21]2[CH2:26][CH2:25][N:24](C(OC(C)(C)C)=O)[CH2:23][CH2:22]2)=[O:19])[CH2:13][CH2:12]1)([CH3:4])([CH3:3])[CH3:2].Cl[C:36](=[O:42])[C:37]([O:39][CH2:40][CH3:41])=[O:38].C(N(CC)CC)C.C([O-])(O)=O.[Na+]. Product: [C:1]([C:5]1[CH:10]=[CH:9][CH:8]=[CH:7][C:6]=1[N:11]1[CH2:12][CH2:13][N:14]([C:17](=[O:34])[C:18]([NH:20][CH:21]2[CH2:22][CH2:23][N:24]([C:36](=[O:42])[C:37]([O:39][CH2:40][CH3:41])=[O:38])[CH2:25][CH2:26]2)=[O:19])[CH2:15][CH2:16]1)([CH3:2])([CH3:3])[CH3:4]. The catalyst class is: 7. (5) Reactant: [CH:1]1([N:5]2[CH2:10][CH2:9][N:8]([C:11]([C:13]3[CH:14]=[C:15]4[C:20](=[CH:21][CH:22]=3)[CH2:19][NH:18][CH2:17][CH2:16]4)=[O:12])[CH2:7][CH2:6]2)[CH2:4][CH2:3][CH2:2]1.[C:23](Cl)(=[O:30])[C:24]1[CH:29]=[CH:28][CH:27]=[CH:26][CH:25]=1. Product: [C:23]([N:18]1[CH2:17][CH2:16][C:15]2[C:20](=[CH:21][CH:22]=[C:13]([C:11]([N:8]3[CH2:7][CH2:6][N:5]([CH:1]4[CH2:4][CH2:3][CH2:2]4)[CH2:10][CH2:9]3)=[O:12])[CH:14]=2)[CH2:19]1)(=[O:30])[C:24]1[CH:29]=[CH:28][CH:27]=[CH:26][CH:25]=1. The catalyst class is: 2. (6) Reactant: C(OC([NH:8][C@@H:9]1[CH2:17][C:16]2[C:11](=[CH:12][CH:13]=[CH:14][CH:15]=2)[C@H:10]1[CH2:18][C:19]([O:21][CH3:22])=[O:20])=O)(C)(C)C.[ClH:23]. Product: [ClH:23].[CH3:22][O:21][C:19](=[O:20])[CH2:18][C@@H:10]1[C:11]2[C:16](=[CH:15][CH:14]=[CH:13][CH:12]=2)[CH2:17][C@H:9]1[NH2:8]. The catalyst class is: 2.